This data is from Reaction yield outcomes from USPTO patents with 853,638 reactions. The task is: Predict the reaction yield, written as a fraction of the theoretical maximum amount of product (1.0 means a 100% yield; for example, 0.34 means a 34% yield). (1) The reactants are [CH2:1]([N:6]1[C:14]2[N:13]=[CH:12][NH:11][C:10]=2[C:9](=[O:15])[N:8]2[C:16]([CH2:19][CH2:20][CH2:21][N:22]3[CH:26]=[C:25]([C:27]4[CH:32]=[CH:31][CH:30]=[CH:29][CH:28]=4)[CH:24]=[N:23]3)=[N:17][N:18]=[C:7]12)[CH2:2][CH2:3][CH2:4][CH3:5].[Br:33]N1C(=O)CCC1=O. The catalyst is C1COCC1. The product is [Br:33][C:12]1[NH:11][C:10]2[C:9](=[O:15])[N:8]3[C:16]([CH2:19][CH2:20][CH2:21][N:22]4[CH:26]=[C:25]([C:27]5[CH:32]=[CH:31][CH:30]=[CH:29][CH:28]=5)[CH:24]=[N:23]4)=[N:17][N:18]=[C:7]3[N:6]([CH2:1][CH2:2][CH2:3][CH2:4][CH3:5])[C:14]=2[N:13]=1. The yield is 0.380. (2) The reactants are Br[C:2]1[CH:3]=[CH:4][C:5]2[S:9][C:8]([CH2:10][O:11][C:12]3[C:13]([F:22])=[C:14]([C:18]([F:21])=[CH:19][CH:20]=3)[C:15]([NH2:17])=[O:16])=[N:7][C:6]=2[CH:23]=1.O.C([O-])([O-])=O.[K+].[K+]. The yield is 0.0800. The product is [NH2:7][C:6]1[CH:23]=[CH:2][CH:3]=[CH:4][C:5]=1[C:2]1[CH:3]=[CH:4][C:5]2[S:9][C:8]([CH2:10][O:11][C:12]3[C:13]([F:22])=[C:14]([C:18]([F:21])=[CH:19][CH:20]=3)[C:15]([NH2:17])=[O:16])=[N:7][C:6]=2[CH:23]=1. The catalyst is CN(C=O)C.[Pd+2].C1(P(C2C=CC=CC=2)C2C=CC=CC=2)C=CC=CC=1. (3) The reactants are C(OC([N:11]1[CH2:19][CH2:18][C:13]2([O:17][CH2:16][CH2:15][O:14]2)[CH2:12]1)=O)C1C=CC=CC=1. The catalyst is CCO.[Pd]. The product is [O:14]1[C:13]2([CH2:18][CH2:19][NH:11][CH2:12]2)[O:17][CH2:16][CH2:15]1. The yield is 1.00. (4) The reactants are [CH2:1]([S:8][C:9]([CH3:35])([CH:33]=O)[CH2:10][NH:11][C:12]([C:14]1[NH:15][C:16]2[C:21]([CH:22]=1)=[CH:20][CH:19]=[CH:18][C:17]=2[N:23]([CH3:32])[S:24]([C:27]1[S:28][CH:29]=[CH:30][CH:31]=1)(=[O:26])=[O:25])=[O:13])[C:2]1[CH:7]=[CH:6][CH:5]=[CH:4][CH:3]=1.Cl.[NH2:37][OH:38].C(=O)([O-])[O-].[K+].[K+].CO. The catalyst is O. The product is [CH2:1]([S:8][C:9]([CH3:35])([CH:33]=[N:37][OH:38])[CH2:10][NH:11][C:12]([C:14]1[NH:15][C:16]2[C:21]([CH:22]=1)=[CH:20][CH:19]=[CH:18][C:17]=2[N:23]([CH3:32])[S:24]([C:27]1[S:28][CH:29]=[CH:30][CH:31]=1)(=[O:26])=[O:25])=[O:13])[C:2]1[CH:7]=[CH:6][CH:5]=[CH:4][CH:3]=1. The yield is 0.550. (5) The reactants are C([O-])([O-])=O.[Na+].[Na+].[NH2:7][C:8]1[CH:16]=[C:15]([Cl:17])[CH:14]=[CH:13][C:9]=1[C:10]([OH:12])=[O:11].[Cl:18][C:19]1[CH:24]=[CH:23][C:22]([S:25](Cl)(=[O:27])=[O:26])=[CH:21][C:20]=1[C:29]([F:32])([F:31])[F:30].Cl. The catalyst is O.O1CCOCC1. The product is [Cl:17][C:15]1[CH:14]=[CH:13][C:9]([C:10]([OH:12])=[O:11])=[C:8]([NH:7][S:25]([C:22]2[CH:23]=[CH:24][C:19]([Cl:18])=[C:20]([C:29]([F:32])([F:30])[F:31])[CH:21]=2)(=[O:27])=[O:26])[CH:16]=1. The yield is 0.650. (6) The reactants are [CH2:1]([N:8]([CH2:18][CH:19]([NH2:38])[CH2:20][N:21]([CH2:31][C:32]1[CH:37]=[CH:36][CH:35]=[CH:34][CH:33]=1)[C:22]([O:24][CH2:25][C:26]1[S:30][CH:29]=[N:28][CH:27]=1)=[O:23])[C:9](=[O:17])[O:10][CH2:11][C:12]1[S:16][CH:15]=[N:14][CH:13]=1)[C:2]1[CH:7]=[CH:6][CH:5]=[CH:4][CH:3]=1.C(N(C(C)C)CC)(C)C.[C:48](Cl)(=[O:52])[CH:49]([CH3:51])[CH3:50]. No catalyst specified. The product is [CH2:31]([N:21]([CH2:20][CH:19]([NH:38][C:48](=[O:52])[CH:49]([CH3:51])[CH3:50])[CH2:18][N:8]([CH2:1][C:2]1[CH:3]=[CH:4][CH:5]=[CH:6][CH:7]=1)[C:9]([O:10][CH2:11][C:12]1[S:16][CH:15]=[N:14][CH:13]=1)=[O:17])[C:22](=[O:23])[O:24][CH2:25][C:26]1[S:30][CH:29]=[N:28][CH:27]=1)[C:32]1[CH:33]=[CH:34][CH:35]=[CH:36][CH:37]=1. The yield is 0.270. (7) The reactants are [CH:1]1([NH:4][C:5](=[O:18])[C:6]([C:16]#[N:17])=[N:7][NH:8][C:9]2[CH:14]=[CH:13][CH:12]=[CH:11][C:10]=2[Br:15])[CH2:3][CH2:2]1.[Cl-].[Al+3].[Cl-].[Cl-].[C@H](O)(C([O-])=O)[C@@H](O)C([O-])=O.[Na+].[K+]. The catalyst is C1(C)C=CC=CC=1.C(OCC)(=O)C. The product is [NH2:17][C:16]1[C:14]2[C:9](=[C:10]([Br:15])[CH:11]=[CH:12][CH:13]=2)[N:8]=[N:7][C:6]=1[C:5]([NH:4][CH:1]1[CH2:3][CH2:2]1)=[O:18]. The yield is 0.520.